Dataset: Reaction yield outcomes from USPTO patents with 853,638 reactions. Task: Predict the reaction yield, written as a fraction of the theoretical maximum amount of product (1.0 means a 100% yield; for example, 0.34 means a 34% yield). The reactants are [C:1]1([C@@H:7]([N:9]2[C@@H:14]([C:15]([O:17]CC)=[O:16])[C@H:13]3[CH2:20][C@@H:10]2[CH2:11][CH2:12]3)[CH3:8])[CH:6]=[CH:5][CH:4]=[CH:3][CH:2]=1.CO.[OH-].[Na+]. The catalyst is O1CCCC1. The product is [C:1]1([C@@H:7]([N:9]2[C@@H:14]([C:15]([OH:17])=[O:16])[C@H:13]3[CH2:20][C@@H:10]2[CH2:11][CH2:12]3)[CH3:8])[CH:6]=[CH:5][CH:4]=[CH:3][CH:2]=1. The yield is 0.830.